Dataset: Catalyst prediction with 721,799 reactions and 888 catalyst types from USPTO. Task: Predict which catalyst facilitates the given reaction. (1) Reactant: [C:1]1([S:7]([CH2:10][C:11]([OH:13])=O)(=[O:9])=[O:8])[CH:6]=[CH:5][CH:4]=[CH:3][CH:2]=1.C(Cl)(=O)C(Cl)=O.[NH2:20][C:21]1[CH:30]=[C:29]([Cl:31])[C:28]([I:32])=[CH:27][C:22]=1[C:23]([O:25][CH3:26])=[O:24].C(N(CC)CC)C. Product: [Cl:31][C:29]1[C:28]([I:32])=[CH:27][C:22]([C:23]([O:25][CH3:26])=[O:24])=[C:21]([NH:20][C:11](=[O:13])[CH2:10][S:7]([C:1]2[CH:2]=[CH:3][CH:4]=[CH:5][CH:6]=2)(=[O:8])=[O:9])[CH:30]=1. The catalyst class is: 139. (2) Reactant: OO.[CH3:3][N:4]([CH3:21])[CH:5]1[CH2:20][C:19]2[C:7](=[CH:8][C:9]3[N+:14]([O-:15])=[N:13][C:12]([CH2:16][CH3:17])=[N:11][C:10]=3[CH:18]=2)[CH2:6]1.C(O)(C(F)(F)F)=[O:23].N. Product: [CH3:21][N:4]([CH3:3])[CH:5]1[CH2:20][C:19]2[C:7](=[CH:8][C:9]3[N+:14]([O-:15])=[N:13][C:12]([CH2:16][CH3:17])=[N+:11]([O-:23])[C:10]=3[CH:18]=2)[CH2:6]1. The catalyst class is: 366. (3) Reactant: C(OC(=O)[NH:7][C:8]1[CH:13]=[C:12]([O:14][C:15]2[N:20]=[C:19]3[S:21][C:22]([NH:24][C:25](=[O:27])[CH3:26])=[N:23][C:18]3=[CH:17][CH:16]=2)[C:11]([F:28])=[CH:10][C:9]=1[F:29])(C)(C)C. Product: [NH2:7][C:8]1[C:9]([F:29])=[CH:10][C:11]([F:28])=[C:12]([CH:13]=1)[O:14][C:15]1[N:20]=[C:19]2[S:21][C:22]([NH:24][C:25](=[O:27])[CH3:26])=[N:23][C:18]2=[CH:17][CH:16]=1. The catalyst class is: 55. (4) The catalyst class is: 5. Product: [C:1]([O:4][CH2:5][C:6]1[CH:11]=[C:10]([OH:12])[CH:9]=[C:8]([CH3:16])[C:7]=1[C:17]1[CH:22]=[CH:21][CH:20]=[C:19]([CH2:23][OH:24])[CH:18]=1)(=[O:3])[CH3:2]. Reactant: [C:1]([O:4][CH2:5][C:6]1[CH:11]=[C:10]([O:12]C(=O)C)[CH:9]=[C:8]([CH3:16])[C:7]=1[C:17]1[CH:22]=[CH:21][CH:20]=[C:19]([CH:23]=[O:24])[CH:18]=1)(=[O:3])[CH3:2].O1CCCC1.[BH4-].[Na+].C(O)(=O)CC(CC(O)=O)(C(O)=O)O. (5) Reactant: [C:1]([C:3]1[O:7][C:6]([CH3:8])=[N:5][C:4]=1[C:9]1[CH:14]=[CH:13][C:12]([F:15])=[CH:11][CH:10]=1)#[N:2].C(OCC)(=O)C.[ClH:22]. Product: [ClH:22].[ClH:22].[NH2:2][CH2:1][C:3]1[O:7][C:6]([CH3:8])=[N:5][C:4]=1[C:9]1[CH:14]=[CH:13][C:12]([F:15])=[CH:11][CH:10]=1. The catalyst class is: 129.